Task: Predict which catalyst facilitates the given reaction.. Dataset: Catalyst prediction with 721,799 reactions and 888 catalyst types from USPTO (1) The catalyst class is: 7. Reactant: [CH3:1][C:2]1[C:6]([CH2:7][OH:8])=[C:5]([CH3:9])[O:4][N:3]=1.O[C:11]1[CH:16]=[CH:15][C:14]([CH2:17][C@H:18]([NH:23][C:24]2[S:25][CH:26]=[C:27]([C:29]3[CH:34]=[CH:33][CH:32]=[CH:31][CH:30]=3)[N:28]=2)[C:19]([O:21][CH3:22])=[O:20])=[CH:13][CH:12]=1.C1(P(C2C=CC=CC=2)C2C=CC=CC=2)C=CC=CC=1.CCOC(/N=N/C(OCC)=O)=O. Product: [CH3:1][C:2]1[C:6]([CH2:7][O:8][C:11]2[CH:12]=[CH:13][C:14]([CH2:17][C@H:18]([NH:23][C:24]3[S:25][CH:26]=[C:27]([C:29]4[CH:34]=[CH:33][CH:32]=[CH:31][CH:30]=4)[N:28]=3)[C:19]([O:21][CH3:22])=[O:20])=[CH:15][CH:16]=2)=[C:5]([CH3:9])[O:4][N:3]=1. (2) Reactant: O=C1C2C(=CC=CC=2)C(=O)[N:3]1[CH2:12][CH:13]([NH:20][C:21](=[O:27])[O:22][C:23]([CH3:26])([CH3:25])[CH3:24])[CH2:14][CH2:15][S:16]([CH3:19])(=[O:18])=[O:17].O.NN. Product: [NH2:3][CH2:12][CH:13]([NH:20][C:21](=[O:27])[O:22][C:23]([CH3:25])([CH3:24])[CH3:26])[CH2:14][CH2:15][S:16]([CH3:19])(=[O:18])=[O:17]. The catalyst class is: 8. (3) Reactant: [CH3:1][C@@H:2]1[CH2:6][CH2:5][CH2:4][N:3]1[CH2:7][CH2:8][CH2:9][O:10][C:11]1[CH:16]=[CH:15][C:14]([CH:17]2[CH2:22][CH2:21][NH:20][CH2:19][CH2:18]2)=[CH:13][CH:12]=1.C(N(CC)CC)C.[C:30]([C:32]1[CH:40]=[CH:39][C:35]([C:36](Cl)=[O:37])=[CH:34][CH:33]=1)#[N:31]. Product: [CH3:1][C@@H:2]1[CH2:6][CH2:5][CH2:4][N:3]1[CH2:7][CH2:8][CH2:9][O:10][C:11]1[CH:12]=[CH:13][C:14]([CH:17]2[CH2:18][CH2:19][N:20]([C:36]([C:35]3[CH:39]=[CH:40][C:32]([C:30]#[N:31])=[CH:33][CH:34]=3)=[O:37])[CH2:21][CH2:22]2)=[CH:15][CH:16]=1. The catalyst class is: 4. (4) Reactant: [CH2:1]([O:8][N:9]([C:21](=[O:29])[CH2:22][C:23]1[CH:28]=[CH:27][CH:26]=[CH:25][CH:24]=1)[C:10]1[N:19]=[CH:18][C:17]([Br:20])=[CH:16][C:11]=1[C:12](OC)=[O:13])[C:2]1[CH:7]=[CH:6][CH:5]=[CH:4][CH:3]=1.[Li].Cl. Product: [CH2:1]([O:8][N:9]1[C:10]2[C:11](=[CH:16][C:17]([Br:20])=[CH:18][N:19]=2)[C:12]([OH:13])=[C:22]([C:23]2[CH:24]=[CH:25][CH:26]=[CH:27][CH:28]=2)[C:21]1=[O:29])[C:2]1[CH:3]=[CH:4][CH:5]=[CH:6][CH:7]=1. The catalyst class is: 1. (5) Reactant: Cl[C:2]1[N:9]=[CH:8][CH:7]=[CH:6][C:3]=1[C:4]#[N:5].[F:10][C:11]1[CH:19]=[CH:18][C:17]([OH:20])=[CH:16][C:12]=1[C:13]([OH:15])=[O:14].C(=O)([O-])[O-].[Cs+].[Cs+].CS(C)=O. Product: [C:4]([C:3]1[C:2]([O:20][C:17]2[CH:18]=[CH:19][C:11]([F:10])=[C:12]([CH:16]=2)[C:13]([OH:15])=[O:14])=[N:9][CH:8]=[CH:7][CH:6]=1)#[N:5]. The catalyst class is: 6.